Dataset: NCI-60 drug combinations with 297,098 pairs across 59 cell lines. Task: Regression. Given two drug SMILES strings and cell line genomic features, predict the synergy score measuring deviation from expected non-interaction effect. Drug 1: CC1C(C(CC(O1)OC2CC(CC3=C2C(=C4C(=C3O)C(=O)C5=C(C4=O)C(=CC=C5)OC)O)(C(=O)C)O)N)O.Cl. Drug 2: CC1C(C(CC(O1)OC2CC(CC3=C2C(=C4C(=C3O)C(=O)C5=CC=CC=C5C4=O)O)(C(=O)C)O)N)O. Cell line: SN12C. Synergy scores: CSS=40.8, Synergy_ZIP=2.69, Synergy_Bliss=6.31, Synergy_Loewe=-7.72, Synergy_HSA=8.28.